From a dataset of Forward reaction prediction with 1.9M reactions from USPTO patents (1976-2016). Predict the product of the given reaction. (1) Given the reactants [C:1]([C:5]1[CH:10]=[CH:9][C:8]([CH:11]2[NH:17][CH2:16][CH2:15][CH2:14][N:13]3[CH:18]=[N:19][CH:20]=[C:12]23)=[CH:7][CH:6]=1)([CH3:4])([CH3:3])[CH3:2].[F:21][C:22]1[CH:27]=[C:26]([F:28])[CH:25]=[CH:24][C:23]=1[N:29]=[C:30]=[O:31], predict the reaction product. The product is: [C:1]([C:5]1[CH:6]=[CH:7][C:8]([CH:11]2[N:17]([C:30]([NH:29][C:23]3[CH:24]=[CH:25][C:26]([F:28])=[CH:27][C:22]=3[F:21])=[O:31])[CH2:16][CH2:15][CH2:14][N:13]3[CH:18]=[N:19][CH:20]=[C:12]23)=[CH:9][CH:10]=1)([CH3:4])([CH3:2])[CH3:3]. (2) Given the reactants [NH2:1][C:2]1[N:7]=[C:6](C2C(C)=C(S([O-])(=O)=O)C(C)=CC=2C)[C:5]([CH2:21][C:22]2[CH:27]=[CH:26][C:25]([Br:28])=[CH:24][C:23]=2[O:29][CH3:30])=[C:4]([CH3:31])[N:3]=1.[CH2:32]([NH2:37])[CH2:33][CH2:34][CH2:35][CH3:36], predict the reaction product. The product is: [Br:28][C:25]1[CH:26]=[CH:27][C:22]([CH2:21][C:5]2[C:6]([NH:37][CH2:32][CH2:33][CH2:34][CH2:35][CH3:36])=[N:7][C:2]([NH2:1])=[N:3][C:4]=2[CH3:31])=[C:23]([O:29][CH3:30])[CH:24]=1. (3) Given the reactants [Cl:1][C:2]1[CH:3]=[C:4]([N:22]2[C:27](=[O:28])[NH:26][C:25](=[O:29])[C:24]([C:30]#[N:31])=[N:23]2)[CH:5]=[C:6]([Cl:21])[C:7]=1[O:8][C:9]1[CH:14]=[C:13]([CH:15]([CH3:17])[CH3:16])[C:12](=[O:18])[N:11]([CH2:19][OH:20])[N:10]=1.C(N(CC)C(C)C)(C)C.Cl[C:42]([O:44][CH2:45][CH3:46])=[O:43], predict the reaction product. The product is: [CH2:45]([O:44][C:42](=[O:43])[O:20][CH2:19][N:11]1[C:12](=[O:18])[C:13]([CH:15]([CH3:17])[CH3:16])=[CH:14][C:9]([O:8][C:7]2[C:6]([Cl:21])=[CH:5][C:4]([N:22]3[C:27](=[O:28])[NH:26][C:25](=[O:29])[C:24]([C:30]#[N:31])=[N:23]3)=[CH:3][C:2]=2[Cl:1])=[N:10]1)[CH3:46]. (4) Given the reactants [CH3:1][O:2][C:3]1[CH:42]=[C:41]([O:43][CH3:44])[CH:40]=[CH:39][C:4]=1[CH2:5][NH:6][C:7]1[C:8]2[CH:15]=[CH:14][N:13]([C@H:16]3[C@@H:20]4[O:21][C:22]([CH3:25])([CH3:24])[O:23][C@@H:19]4[C@@H:18]([CH2:26][NH:27][CH:28]4[CH2:31][CH:30]([CH2:32][CH2:33][C:34]([O:36][CH2:37][CH3:38])=[O:35])[CH2:29]4)[CH2:17]3)[C:9]=2[N:10]=[CH:11][N:12]=1.C([BH3-])#N.[Na+].[C:49]1(=O)[CH2:52][CH2:51][CH2:50]1.C([O-])(O)=O.[Na+], predict the reaction product. The product is: [CH:49]1([N:27]([CH2:26][C@@H:18]2[C@@H:19]3[C@@H:20]([O:21][C:22]([CH3:25])([CH3:24])[O:23]3)[C@H:16]([N:13]3[C:9]4[N:10]=[CH:11][N:12]=[C:7]([NH:6][CH2:5][C:4]5[CH:39]=[CH:40][C:41]([O:43][CH3:44])=[CH:42][C:3]=5[O:2][CH3:1])[C:8]=4[CH:15]=[CH:14]3)[CH2:17]2)[CH:28]2[CH2:29][CH:30]([CH2:32][CH2:33][C:34]([O:36][CH2:37][CH3:38])=[O:35])[CH2:31]2)[CH2:52][CH2:51][CH2:50]1. (5) Given the reactants Cl.[CH2:2]([N:9]1[CH:13]=[CH:12][N:11]=[C:10]1[CH2:14]Cl)[C:3]1[CH:8]=[CH:7][CH:6]=[CH:5][CH:4]=1.[F:16][C:17]([F:38])([F:37])[C:18]1[CH:19]=[C:20]([CH:30]=[C:31]([C:33]([F:36])([F:35])[F:34])[CH:32]=1)[CH2:21][NH:22][C:23]1[N:28]=[CH:27][C:26]([Br:29])=[CH:25][N:24]=1.[H-].[Na+].C(OCC)C, predict the reaction product. The product is: [CH2:2]([N:9]1[CH:13]=[CH:12][N:11]=[C:10]1[CH2:14][N:22]([CH2:21][C:20]1[CH:30]=[C:31]([C:33]([F:34])([F:35])[F:36])[CH:32]=[C:18]([C:17]([F:38])([F:37])[F:16])[CH:19]=1)[C:23]1[N:28]=[CH:27][C:26]([Br:29])=[CH:25][N:24]=1)[C:3]1[CH:8]=[CH:7][CH:6]=[CH:5][CH:4]=1. (6) Given the reactants [CH3:1][O:2][C:3]1[CH:4]=[C:5]2[C:10](=[CH:11][C:12]=1[O:13][CH3:14])[N:9]=[CH:8][CH:7]=[C:6]2[O:15][C:16]1[CH:22]=[CH:21][C:19]([NH2:20])=[CH:18][CH:17]=1.C1(C)C=CC=CC=1.C(N(CC)CC)C.ClC(Cl)(O[C:41](=[O:47])[O:42][C:43](Cl)(Cl)Cl)Cl.[F:49][C:50]1[CH:60]=[CH:59][C:53]([O:54][CH2:55][CH2:56]CO)=[CH:52][CH:51]=1, predict the reaction product. The product is: [CH3:1][O:2][C:3]1[CH:4]=[C:5]2[C:10](=[CH:11][C:12]=1[O:13][CH3:14])[N:9]=[CH:8][CH:7]=[C:6]2[O:15][C:16]1[CH:22]=[CH:21][C:19]([NH:20][C:41](=[O:47])[O:42][CH2:43][CH2:56][CH2:55][O:54][C:53]2[CH:59]=[CH:60][C:50]([F:49])=[CH:51][CH:52]=2)=[CH:18][CH:17]=1. (7) Given the reactants [F:1][CH:2]([F:12])[C:3]1([C:7]([O:9]CC)=[O:8])[CH2:6][CH2:5][CH2:4]1.[OH-].[Na+], predict the reaction product. The product is: [F:1][CH:2]([F:12])[C:3]1([C:7]([OH:9])=[O:8])[CH2:6][CH2:5][CH2:4]1. (8) Given the reactants [CH3:1][S:2][C:3]1[CH:10]=[CH:9][C:6]([C:7]#[N:8])=[CH:5][CH:4]=1.[C:11]([C:15]1[CH:21]=[CH:20][C:18]([NH2:19])=[CH:17][CH:16]=1)([CH3:14])([CH3:13])[CH3:12], predict the reaction product. The product is: [C:11]([C:15]1[CH:16]=[CH:17][C:18]([NH:19][C:7]([C:6]2[CH:9]=[CH:10][C:3]([S:2][CH3:1])=[CH:4][CH:5]=2)=[NH:8])=[CH:20][CH:21]=1)([CH3:14])([CH3:12])[CH3:13]. (9) Given the reactants [CH:1]1([C:4](Cl)=[O:5])[CH2:3][CH2:2]1.[F:7][C:8]1([C:13]2[CH:18]=[CH:17][C:16]([C:19]3[CH2:23][C:22]([C:28]4[CH:33]=[C:32]([Cl:34])[C:31]([Cl:35])=[C:30]([Cl:36])[CH:29]=4)([C:24]([F:27])([F:26])[F:25])[O:21][N:20]=3)=[CH:15][CH:14]=2)[CH2:11][CH:10]([NH2:12])[CH2:9]1.CCN(C(C)C)C(C)C, predict the reaction product. The product is: [F:7][C:8]1([C:13]2[CH:14]=[CH:15][C:16]([C:19]3[CH2:23][C:22]([C:28]4[CH:33]=[C:32]([Cl:34])[C:31]([Cl:35])=[C:30]([Cl:36])[CH:29]=4)([C:24]([F:25])([F:26])[F:27])[O:21][N:20]=3)=[CH:17][CH:18]=2)[CH2:11][CH:10]([NH:12][C:4]([CH:1]2[CH2:3][CH2:2]2)=[O:5])[CH2:9]1.